From a dataset of CYP2C9 inhibition data for predicting drug metabolism from PubChem BioAssay. Regression/Classification. Given a drug SMILES string, predict its absorption, distribution, metabolism, or excretion properties. Task type varies by dataset: regression for continuous measurements (e.g., permeability, clearance, half-life) or binary classification for categorical outcomes (e.g., BBB penetration, CYP inhibition). Dataset: cyp2c9_veith. (1) The compound is COc1ccc(S(=O)(=O)NCc2ccc(C(=O)N3CCN(c4ccccn4)CC3)cc2)cc1. The result is 1 (inhibitor). (2) The drug is COc1ccc(/C=C2\SC(=O)N(CCNC(=O)C3CC(=O)N(c4ccccc4)C3)C2=O)cc1. The result is 1 (inhibitor). (3) The compound is COc1ccc(-n2c(=O)c(-c3cccs3)nc3cncnc32)cc1. The result is 0 (non-inhibitor). (4) The compound is NC(N)=N/N=C(\c1ccc(Cl)cc1)C1CC1. The result is 0 (non-inhibitor). (5) The drug is CN1CC[C@@]2(CCCN(C(=O)c3cc(C(F)(F)F)cc(C(F)(F)F)c3)C2)C1. The result is 0 (non-inhibitor). (6) The compound is Clc1ccccc1CSc1nnc(-c2ccncc2)o1. The result is 1 (inhibitor).